This data is from Forward reaction prediction with 1.9M reactions from USPTO patents (1976-2016). The task is: Predict the product of the given reaction. Given the reactants [CH3:1][C:2]1[C:19]([CH3:20])=[CH:18][C:5]2[NH:6][C:7]([C:9]3[C:13]4[CH2:14][NH:15][CH2:16][CH2:17][C:12]=4[NH:11][N:10]=3)=[N:8][C:4]=2[CH:3]=1.[CH:21]([N:24]=[C:25]=[O:26])([CH3:23])[CH3:22], predict the reaction product. The product is: [CH:21]([NH:24][C:25]([N:15]1[CH2:16][CH2:17][C:12]2[NH:11][N:10]=[C:9]([C:7]3[NH:6][C:5]4[CH:18]=[C:19]([CH3:20])[C:2]([CH3:1])=[CH:3][C:4]=4[N:8]=3)[C:13]=2[CH2:14]1)=[O:26])([CH3:23])[CH3:22].